From a dataset of Reaction yield outcomes from USPTO patents with 853,638 reactions. Predict the reaction yield, written as a fraction of the theoretical maximum amount of product (1.0 means a 100% yield; for example, 0.34 means a 34% yield). The reactants are [N:1]1[C:10]2[C:5](=[CH:6][C:7]([C:11](OC)=[O:12])=[CH:8][CH:9]=2)[CH:4]=[CH:3][CH:2]=1.[H-].[H-].[H-].[H-].[Li+].[Al+3].O.[OH-].[Na+]. The catalyst is C1COCC1. The product is [N:1]1[C:10]2[C:5](=[CH:6][C:7]([CH2:11][OH:12])=[CH:8][CH:9]=2)[CH:4]=[CH:3][CH:2]=1. The yield is 0.640.